Dataset: NCI-60 drug combinations with 297,098 pairs across 59 cell lines. Task: Regression. Given two drug SMILES strings and cell line genomic features, predict the synergy score measuring deviation from expected non-interaction effect. (1) Drug 1: C1CN1P(=S)(N2CC2)N3CC3. Drug 2: CS(=O)(=O)CCNCC1=CC=C(O1)C2=CC3=C(C=C2)N=CN=C3NC4=CC(=C(C=C4)OCC5=CC(=CC=C5)F)Cl. Cell line: MCF7. Synergy scores: CSS=11.1, Synergy_ZIP=-2.69, Synergy_Bliss=1.40, Synergy_Loewe=-4.83, Synergy_HSA=1.21. (2) Drug 1: CC1C(C(CC(O1)OC2CC(CC3=C2C(=C4C(=C3O)C(=O)C5=C(C4=O)C(=CC=C5)OC)O)(C(=O)CO)O)N)O.Cl. Drug 2: CCCCC(=O)OCC(=O)C1(CC(C2=C(C1)C(=C3C(=C2O)C(=O)C4=C(C3=O)C=CC=C4OC)O)OC5CC(C(C(O5)C)O)NC(=O)C(F)(F)F)O. Cell line: HCT116. Synergy scores: CSS=90.0, Synergy_ZIP=2.55, Synergy_Bliss=-0.0593, Synergy_Loewe=-1.74, Synergy_HSA=2.46. (3) Drug 1: CC12CCC(CC1=CCC3C2CCC4(C3CC=C4C5=CN=CC=C5)C)O. Drug 2: COC1=CC(=CC(=C1O)OC)C2C3C(COC3=O)C(C4=CC5=C(C=C24)OCO5)OC6C(C(C7C(O6)COC(O7)C8=CC=CS8)O)O. Cell line: ACHN. Synergy scores: CSS=56.3, Synergy_ZIP=-4.08, Synergy_Bliss=-6.12, Synergy_Loewe=-41.1, Synergy_HSA=-5.94.